Dataset: Forward reaction prediction with 1.9M reactions from USPTO patents (1976-2016). Task: Predict the product of the given reaction. (1) Given the reactants Cl[C:2]1[C:11]2[C:6](=[CH:7][CH:8]=[CH:9][CH:10]=2)[C:5]([Cl:12])=[N:4][N:3]=1.[CH3:13][C:14]1([CH3:20])[CH2:19][NH:18][CH2:17][CH2:16][NH:15]1, predict the reaction product. The product is: [Cl:12][C:5]1[C:6]2[C:11](=[CH:10][CH:9]=[CH:8][CH:7]=2)[C:2]([N:18]2[CH2:17][CH2:16][NH:15][C:14]([CH3:20])([CH3:13])[CH2:19]2)=[N:3][N:4]=1. (2) Given the reactants N(C(OC(C)C)=O)=NC(OC(C)C)=O.[Br:15][C:16]1[CH:21]=[CH:20][C:19]([CH:22]([CH2:29][C:30]2[CH:35]=[CH:34][C:33]([OH:36])=[CH:32][CH:31]=2)[CH2:23][C:24]([O:26][CH2:27][CH3:28])=[O:25])=[CH:18][CH:17]=1.[C:37]([O:41][C:42]([N:44]([C:46]1[N:51]=[C:50]([CH:52](O)[CH3:53])[CH:49]=[CH:48][CH:47]=1)[CH3:45])=[O:43])([CH3:40])([CH3:39])[CH3:38].C1(P(C2C=CC=CC=2)C2C=CC=CC=2)C=CC=CC=1, predict the reaction product. The product is: [Br:15][C:16]1[CH:17]=[CH:18][C:19]([CH:22]([CH2:29][C:30]2[CH:31]=[CH:32][C:33]([O:36][CH2:53][CH2:52][C:50]3[CH:49]=[CH:48][CH:47]=[C:46]([N:44]([C:42]([O:41][C:37]([CH3:38])([CH3:40])[CH3:39])=[O:43])[CH3:45])[N:51]=3)=[CH:34][CH:35]=2)[CH2:23][C:24]([O:26][CH2:27][CH3:28])=[O:25])=[CH:20][CH:21]=1. (3) Given the reactants [Br:1][C:2]1[CH:3]=[C:4]2[C:8](=[CH:9][CH:10]=1)C(=C1SCCCS1)[CH2:6][CH2:5]2.Cl.[C:18]([OH:21])(=[O:20])[CH3:19], predict the reaction product. The product is: [Br:1][C:2]1[CH:3]=[C:4]2[C:8](=[CH:9][CH:10]=1)[CH:19]([C:18]([OH:21])=[O:20])[CH2:6][CH2:5]2. (4) Given the reactants [CH3:1][CH:2]([N:4]1[CH2:9][CH2:8][CH:7]([OH:10])[CH2:6][CH2:5]1)[CH3:3].CC([O-])(C)C.[K+].Cl[C:18]1[C:27]([C:28]#[N:29])=[CH:26][C:25]2[CH2:24][N:23]([CH3:30])[CH2:22][CH2:21][C:20]=2[N:19]=1, predict the reaction product. The product is: [CH3:30][N:23]1[CH2:22][CH2:21][C:20]2[N:19]=[C:18]([O:10][CH:7]3[CH2:8][CH2:9][N:4]([CH:2]([CH3:3])[CH3:1])[CH2:5][CH2:6]3)[C:27]([C:28]#[N:29])=[CH:26][C:25]=2[CH2:24]1. (5) Given the reactants [F:1][C:2]1[CH:24]=[CH:23][CH:22]=[CH:21][C:3]=1[O:4][C:5]1[C:18](=[O:19])[N:17]([CH3:20])[C:8]2[N:9]=[C:10](S(C)(=O)=O)[N:11]=[CH:12][C:7]=2[CH:6]=1.[NH2:25][C@H:26]1[CH2:31][CH2:30][C@H:29]([OH:32])[CH2:28][CH2:27]1, predict the reaction product. The product is: [F:1][C:2]1[CH:24]=[CH:23][CH:22]=[CH:21][C:3]=1[O:4][C:5]1[C:18](=[O:19])[N:17]([CH3:20])[C:8]2[N:9]=[C:10]([NH:25][CH:26]3[CH2:31][CH2:30][CH:29]([OH:32])[CH2:28][CH2:27]3)[N:11]=[CH:12][C:7]=2[CH:6]=1. (6) Given the reactants [NH2:1][C@H:2]1[CH2:7][CH2:6][C@H:5]([CH2:8][OH:9])[CH2:4][CH2:3]1.C(N(CC)CC)C.[F:17][C:18]1[CH:19]=[N:20][C:21]([O:27][C:28]2[CH:33]=[CH:32][CH:31]=[C:30]([S:34][CH3:35])[CH:29]=2)=[C:22]([CH:26]=1)[C:23](O)=[O:24].Cl.CN(C)CCCN=C=NCC.ON1C2C=CC=CC=2N=N1, predict the reaction product. The product is: [F:17][C:18]1[CH:19]=[N:20][C:21]([O:27][C:28]2[CH:33]=[CH:32][CH:31]=[C:30]([S:34][CH3:35])[CH:29]=2)=[C:22]([CH:26]=1)[C:23]([NH:1][C@H:2]1[CH2:7][CH2:6][C@H:5]([CH2:8][OH:9])[CH2:4][CH2:3]1)=[O:24]. (7) Given the reactants [NH2:1][C:2]1[C:7]([NH2:8])=[C:6]([NH:9][C@@H:10]2[C@@H:15]3[CH2:16][C@@H:12]([CH:13]=[CH:14]3)[C@@H:11]2[C:17]([NH2:19])=[O:18])[C:5]([Br:20])=[CH:4][N:3]=1.[CH3:21][N:22]([CH3:31])[C:23]1[CH:30]=[CH:29][C:26]([CH:27]=O)=[CH:25][CH:24]=1.C([O-])(=O)C.[NH4+], predict the reaction product. The product is: [Br:20][C:5]1[C:6]([NH:9][C@@H:10]2[C@@H:15]3[CH2:16][C@@H:12]([CH:13]=[CH:14]3)[C@@H:11]2[C:17]([NH2:19])=[O:18])=[C:7]2[N:8]=[C:27]([C:26]3[CH:29]=[CH:30][C:23]([N:22]([CH3:31])[CH3:21])=[CH:24][CH:25]=3)[NH:1][C:2]2=[N:3][CH:4]=1.